This data is from Retrosynthesis with 50K atom-mapped reactions and 10 reaction types from USPTO. The task is: Predict the reactants needed to synthesize the given product. Given the product CC(C)(C)OC(=O)N[C@H](COc1ccccc1N)C(=O)O, predict the reactants needed to synthesize it. The reactants are: CC(C)(C)OC(=O)N[C@H](COc1ccccc1[N+](=O)[O-])C(=O)O.